From a dataset of Forward reaction prediction with 1.9M reactions from USPTO patents (1976-2016). Predict the product of the given reaction. (1) Given the reactants [Cl:1][C:2]1[CH:8]=[CH:7][C:5]([NH2:6])=[CH:4][CH:3]=1.[CH2:9]([Li])CCC.N1C=[CH:18][C:17]([CH:20]=[O:21])=[CH:16]C=1.C(OCC)(=O)C, predict the reaction product. The product is: [Cl:1][C:2]1[CH:8]=[CH:7][C:5]([NH:6][C:20](=[O:21])[C:17]([CH3:9])([CH3:18])[CH3:16])=[CH:4][CH:3]=1. (2) Given the reactants [Cl:1][C:2]1[CH:28]=[CH:27][C:5]([CH2:6][N:7]2[C:15]3[C:10](=[CH:11][C:12]([CH:16]=[C:17]4[S:21][C:20](SCC)=[N:19][C:18]4=[O:25])=[CH:13][CH:14]=3)[C:9]([CH3:26])=[N:8]2)=[C:4]([C:29]([F:32])([F:31])[F:30])[CH:3]=1.[CH3:33][N:34]1[CH2:39][CH2:38][NH:37][CH2:36][C:35]1([CH3:41])[CH3:40], predict the reaction product. The product is: [Cl:1][C:2]1[CH:28]=[CH:27][C:5]([CH2:6][N:7]2[C:15]3[C:10](=[CH:11][C:12]([CH:16]=[C:17]4[S:21][C:20]([N:37]5[CH2:38][CH2:39][N:34]([CH3:33])[C:35]([CH3:41])([CH3:40])[CH2:36]5)=[N:19][C:18]4=[O:25])=[CH:13][CH:14]=3)[C:9]([CH3:26])=[N:8]2)=[C:4]([C:29]([F:31])([F:32])[F:30])[CH:3]=1. (3) Given the reactants [Cl:1][C:2]1[CH:7]=[C:6]([O:8][CH3:9])[CH:5]=[CH:4][C:3]=1[F:10].C([Li])CCC.[CH:16](OC)=[O:17], predict the reaction product. The product is: [Cl:1][C:2]1[C:3]([F:10])=[CH:4][CH:5]=[C:6]([O:8][CH3:9])[C:7]=1[CH:16]=[O:17].